This data is from Full USPTO retrosynthesis dataset with 1.9M reactions from patents (1976-2016). The task is: Predict the reactants needed to synthesize the given product. (1) Given the product [CH3:15][C:9]1[C:10]([CH3:14])=[CH:11][CH:12]=[CH:13][C:8]=1[CH2:7][C:4]1[C:5]([NH2:6])=[N:36][NH:37][CH:3]=1, predict the reactants needed to synthesize it. The reactants are: CO[CH:3](OC)/[C:4](=[CH:7]/[C:8]1[CH:13]=[CH:12][CH:11]=[C:10]([CH3:14])[C:9]=1[CH3:15])/[C:5]#[N:6].CC1C(C)=CC=CC=1CC(C(OC)OC)C#N.O.[NH2:36][NH2:37].Cl. (2) Given the product [I:17][C:3]1[C:4]2[CH2:8][CH2:7][CH2:6][C:5]=2[NH:1][N:2]=1, predict the reactants needed to synthesize it. The reactants are: [NH:1]1[C:5]2[CH2:6][CH2:7][CH2:8][C:4]=2[C:3](C(O)=O)=[N:2]1.C(=O)(O)[O-].[Na+].[I-:17].[Na+].II. (3) Given the product [CH:39]1([CH2:38][NH:37][S:34]([C:30]2[CH:29]=[C:28]([NH:27][C:12]([C:11]3[CH:10]=[N:9][N:8]4[C:3]([C:2]([F:26])([F:25])[F:1])=[CH:4][C:5]([C:15]5[CH:20]=[CH:19][C:18]([C:21]([F:24])([F:22])[F:23])=[CH:17][CH:16]=5)=[N:6][C:7]=34)=[O:13])[CH:33]=[CH:32][CH:31]=2)(=[O:36])=[O:35])[CH2:40][CH2:41]1, predict the reactants needed to synthesize it. The reactants are: [F:1][C:2]([F:26])([F:25])[C:3]1[N:8]2[N:9]=[CH:10][C:11]([C:12](O)=[O:13])=[C:7]2[N:6]=[C:5]([C:15]2[CH:20]=[CH:19][C:18]([C:21]([F:24])([F:23])[F:22])=[CH:17][CH:16]=2)[CH:4]=1.[NH2:27][C:28]1[CH:29]=[C:30]([S:34]([NH:37][CH2:38][CH:39]2[CH2:41][CH2:40]2)(=[O:36])=[O:35])[CH:31]=[CH:32][CH:33]=1. (4) Given the product [Br:1][C:2]1[CH:3]=[C:4]2[C:15](=[CH:16][CH:17]=1)[O:14][C:7]1([CH2:8][CH2:9][CH:10]([OH:13])[CH2:11][CH2:12]1)[CH2:6][C:5]2=[O:18], predict the reactants needed to synthesize it. The reactants are: [Br:1][C:2]1[CH:3]=[C:4]2[C:15](=[CH:16][CH:17]=1)[O:14][C:7]1([CH2:12][CH2:11][C:10](=[O:13])[CH2:9][CH2:8]1)[CH2:6][C:5]2=[O:18].[BH4-].[Na+]. (5) Given the product [F:19][C:20]1[CH:21]=[CH:22][C:23]([S:26]([N:29]([CH3:30])[CH2:31][C:32]([NH:16][CH2:15][C:12]2[CH:13]=[CH:14][C:9]([C:6]3[CH:5]=[CH:4][C:3]([C:2]([F:17])([F:18])[F:1])=[CH:8][CH:7]=3)=[CH:10][CH:11]=2)=[O:33])(=[O:27])=[O:28])=[CH:24][CH:25]=1, predict the reactants needed to synthesize it. The reactants are: [F:1][C:2]([F:18])([F:17])[C:3]1[CH:8]=[CH:7][C:6]([C:9]2[CH:14]=[CH:13][C:12]([CH2:15][NH2:16])=[CH:11][CH:10]=2)=[CH:5][CH:4]=1.[F:19][C:20]1[CH:25]=[CH:24][C:23]([S:26]([N:29]([CH2:31][C:32](O)=[O:33])[CH3:30])(=[O:28])=[O:27])=[CH:22][CH:21]=1.CN(C(ON1N=NC2C=CC=NC1=2)=[N+](C)C)C.F[P-](F)(F)(F)(F)F.C(N(CC)C(C)C)(C)C.OS([O-])(=O)=O.[K+].